Dataset: Reaction yield outcomes from USPTO patents with 853,638 reactions. Task: Predict the reaction yield, written as a fraction of the theoretical maximum amount of product (1.0 means a 100% yield; for example, 0.34 means a 34% yield). (1) The reactants are [F:1][C:2]([F:21])([F:20])[C:3](=O)[CH2:4][C:5]([C:7]1[CH:12]=[CH:11][C:10]([C:13]2[N:14]=[CH:15][S:16][CH:17]=2)=[C:9]([F:18])[CH:8]=1)=O.Cl.[NH:23]([C:25]1[CH:26]=[CH:27][C:28]([S:31]([NH2:34])(=[O:33])=[O:32])=[N:29][CH:30]=1)[NH2:24]. The catalyst is C(O)C. The product is [F:18][C:9]1[CH:8]=[C:7]([C:5]2[N:23]([C:25]3[CH:26]=[CH:27][C:28]([S:31]([NH2:34])(=[O:33])=[O:32])=[N:29][CH:30]=3)[N:24]=[C:3]([C:2]([F:21])([F:20])[F:1])[CH:4]=2)[CH:12]=[CH:11][C:10]=1[C:13]1[N:14]=[CH:15][S:16][CH:17]=1. The yield is 0.230. (2) The reactants are [N+:1]([C:4]1[CH:34]=[CH:33][C:7]([O:8][C:9]2[CH:14]=[CH:13][N:12]=[C:11]3[CH:15]=[C:16]([C:18]4[CH:32]=[CH:31][C:21]([O:22][CH2:23][CH2:24][N:25]5[CH2:30][CH2:29][O:28][CH2:27][CH2:26]5)=[CH:20][CH:19]=4)[S:17][C:10]=23)=[CH:6][CH:5]=1)([O-])=O.FC1C=C(N)C=CC=1OC1C=CN=C2C=C(C3C=CC=C(OCCN4CCOCC4)C=3)SC=12. No catalyst specified. The product is [O:28]1[CH2:29][CH2:30][N:25]([CH2:24][CH2:23][O:22][C:21]2[CH:31]=[CH:32][C:18]([C:16]3[S:17][C:10]4[C:11](=[N:12][CH:13]=[CH:14][C:9]=4[O:8][C:7]4[CH:6]=[CH:5][C:4]([NH2:1])=[CH:34][CH:33]=4)[CH:15]=3)=[CH:19][CH:20]=2)[CH2:26][CH2:27]1. The yield is 0.690. (3) The reactants are [Br:1][C:2]1[CH:3]=[C:4]([F:21])[CH:5]=[C:6]2[C:11]=1[N:10]=[C:9](/[CH:12]=[N:13]/[NH:14][C:15]1[CH:20]=[CH:19][CH:18]=[CH:17][N:16]=1)[CH:8]=[CH:7]2.C(O)(=O)C.C(O)(=O)C.IC1C=CC=CC=1. The catalyst is C(Cl)Cl. The product is [N:14]1[N:13]=[C:12]([C:9]2[CH:8]=[CH:7][C:6]3[C:11](=[C:2]([Br:1])[CH:3]=[C:4]([F:21])[CH:5]=3)[N:10]=2)[N:16]2[CH:17]=[CH:18][CH:19]=[CH:20][C:15]=12. The yield is 0.744.